Dataset: Full USPTO retrosynthesis dataset with 1.9M reactions from patents (1976-2016). Task: Predict the reactants needed to synthesize the given product. (1) Given the product [NH2:33][C:29]1[N:28]=[C:27]([S:2]([NH:3][C:4](=[O:5])[C:6]2[CH:11]=[CH:10][C:9]([C:12]([CH3:15])([CH3:14])[CH3:13])=[N:8][C:7]=2[O:16][C:17]2[C:18]([CH3:25])=[CH:19][C:20]([CH3:24])=[CH:21][C:22]=2[CH3:23])(=[NH:1])=[O:26])[CH:32]=[CH:31][CH:30]=1, predict the reactants needed to synthesize it. The reactants are: [NH2:1][S:2]([C:27]1[CH:32]=[CH:31][CH:30]=[C:29]([NH:33]CC2C=CC(OC)=CC=2OC)[N:28]=1)(=[O:26])=[N:3][C:4]([C:6]1[C:7]([O:16][C:17]2[C:22]([CH3:23])=[CH:21][C:20]([CH3:24])=[CH:19][C:18]=2[CH3:25])=[N:8][C:9]([C:12]([CH3:15])([CH3:14])[CH3:13])=[CH:10][CH:11]=1)=[O:5].FC(F)(F)C(O)=O.C([O-])(O)=O.[Na+]. (2) The reactants are: C([O-])([O-])=O.[K+].[K+].[CH3:7][O:8][C:9](=[O:17])[C:10]1[CH:15]=[CH:14][C:13]([OH:16])=[CH:12][CH:11]=1.Br[CH2:19][CH2:20][CH2:21][CH2:22][CH2:23][CH2:24][CH2:25][CH2:26][CH2:27][CH2:28][CH2:29][CH3:30].C(Cl)Cl. Given the product [CH2:30]([O:16][C:13]1[CH:14]=[CH:15][C:10]([C:9]([O:8][CH3:7])=[O:17])=[CH:11][CH:12]=1)[CH2:29][CH2:28][CH2:27][CH2:26][CH2:25][CH2:24][CH2:23][CH2:22][CH2:21][CH2:20][CH3:19], predict the reactants needed to synthesize it. (3) Given the product [N:8]1[C:9]2[C:4](=[CH:3][C:2]([CH2:16][C:17]#[N:18])=[CH:11][CH:10]=2)[CH:5]=[CH:6][CH:7]=1, predict the reactants needed to synthesize it. The reactants are: Br[C:2]1[CH:3]=[C:4]2[C:9](=[CH:10][CH:11]=1)[N:8]=[CH:7][CH:6]=[CH:5]2.C[Si]([CH2:16][C:17]#[N:18])(C)C. (4) Given the product [Cl:11][C:12]1[CH:13]=[C:14]2[C:20]3([CH2:21][CH2:22][N:23]([C:26]([O:28][C:29]([CH3:32])([CH3:31])[CH3:30])=[O:27])[CH2:24][CH2:25]3)[CH2:19][N:18]([C:8]([C:6]3[CH:5]=[CH:4][N:3]=[C:2]([Cl:1])[CH:7]=3)=[O:9])[C:15]2=[CH:16][CH:17]=1, predict the reactants needed to synthesize it. The reactants are: [Cl:1][C:2]1[CH:7]=[C:6]([C:8](Cl)=[O:9])[CH:5]=[CH:4][N:3]=1.[Cl:11][C:12]1[CH:13]=[C:14]2[C:20]3([CH2:25][CH2:24][N:23]([C:26]([O:28][C:29]([CH3:32])([CH3:31])[CH3:30])=[O:27])[CH2:22][CH2:21]3)[CH2:19][NH:18][C:15]2=[CH:16][CH:17]=1.C(N(CC)CC)C.